This data is from Forward reaction prediction with 1.9M reactions from USPTO patents (1976-2016). The task is: Predict the product of the given reaction. (1) Given the reactants Br[C:2]1[CH:12]=[CH:11][C:5]2[N:6]([CH3:10])[C:7](=[O:9])[S:8][C:4]=2[CH:3]=1.[N:13]1[CH:18]=[CH:17][CH:16]=[C:15](B(O)O)[CH:14]=1.C([O-])([O-])=O.[Na+].[Na+], predict the reaction product. The product is: [CH3:10][N:6]1[C:5]2[CH:11]=[CH:12][C:2]([C:15]3[CH:14]=[N:13][CH:18]=[CH:17][CH:16]=3)=[CH:3][C:4]=2[S:8][C:7]1=[O:9]. (2) Given the reactants [F:1][C:2]1[CH:3]=[C:4]([C:8]2[CH:13]=[CH:12][C:11]([CH2:14][CH2:15][CH2:16][C:17]([NH:19][C:20]3[CH:21]=[CH:22][C:23]([CH3:39])=[C:24]([CH:26]4[CH2:31][CH2:30][N:29](C(OC(C)(C)C)=O)[CH2:28][CH2:27]4)[CH:25]=3)=[O:18])=[CH:10][CH:9]=2)[CH:5]=[CH:6][CH:7]=1.FC(F)(F)C(O)=O.[Cl:47]CCl, predict the reaction product. The product is: [ClH:47].[F:1][C:2]1[CH:3]=[C:4]([C:8]2[CH:9]=[CH:10][C:11]([CH2:14][CH2:15][CH2:16][C:17]([NH:19][C:20]3[CH:21]=[CH:22][C:23]([CH3:39])=[C:24]([CH:26]4[CH2:31][CH2:30][NH:29][CH2:28][CH2:27]4)[CH:25]=3)=[O:18])=[CH:12][CH:13]=2)[CH:5]=[CH:6][CH:7]=1. (3) Given the reactants Br[CH2:2][C:3]([O:5][CH2:6][CH3:7])=[O:4].[OH:8][C:9]1[CH:10]=[C:11]([SH:15])[CH:12]=[CH:13][CH:14]=1, predict the reaction product. The product is: [OH:8][C:9]1[CH:10]=[C:11]([S:15][CH2:2][C:3]([O:5][CH2:6][CH3:7])=[O:4])[CH:12]=[CH:13][CH:14]=1.